Dataset: Catalyst prediction with 721,799 reactions and 888 catalyst types from USPTO. Task: Predict which catalyst facilitates the given reaction. (1) Reactant: [CH3:1][O-:2].[Na+].Br[C:5]1[N:6]([CH:21]2[CH2:26][CH2:25][CH2:24][CH2:23][O:22]2)[C:7]2[C:12]([N:13]=1)=[C:11]([NH2:14])[N:10]=[C:9]([NH:15][C@@H:16]([CH3:20])[CH2:17][CH2:18][CH3:19])[N:8]=2. Product: [CH3:20][C@H:16]([NH:15][C:9]1[N:8]=[C:7]2[C:12]([N:13]=[C:5]([O:2][CH3:1])[N:6]2[CH:21]2[CH2:26][CH2:25][CH2:24][CH2:23][O:22]2)=[C:11]([NH2:14])[N:10]=1)[CH2:17][CH2:18][CH3:19]. The catalyst class is: 5. (2) Reactant: [N-:1]=[N+:2]=[N-:3].[Na+].[NH4+].[Cl-].[F:7][C:8]([F:14])([F:13])[CH2:9][C@H:10]1[CH2:12][O:11]1. Product: [N:1]([CH2:12][C@@H:10]([OH:11])[CH2:9][C:8]([F:14])([F:13])[F:7])=[N+:2]=[N-:3]. The catalyst class is: 88. (3) Reactant: [C:1]([N:4]([C:28]([O:30][C:31]([CH3:34])([CH3:33])[CH3:32])=[O:29])[N:5]1[CH2:10][C:9]([CH2:11][O:12]CC2C=CC=CC=2)=[N:8][N:7]([C:20]([O:22][C:23]([CH3:26])([CH3:25])[CH3:24])=[O:21])[C:6]1=[O:27])(=[O:3])[CH3:2]. Product: [C:1]([N:4]([C:28]([O:30][C:31]([CH3:34])([CH3:33])[CH3:32])=[O:29])[N:5]1[CH2:10][C:9]([CH2:11][OH:12])=[N:8][N:7]([C:20]([O:22][C:23]([CH3:24])([CH3:25])[CH3:26])=[O:21])[C:6]1=[O:27])(=[O:3])[CH3:2]. The catalyst class is: 50. (4) Reactant: Br[CH:2]1[CH2:10][C:9]2[C:4](=[CH:5][CH:6]=[C:7]([CH3:13])[C:8]=2[O:11][CH3:12])[C:3]1=[O:14].[Na].[N+:16]([C:19]1[CH:24]=[CH:23][C:22]([OH:25])=[CH:21][CH:20]=1)([O-:18])=[O:17].O. Product: [CH3:12][O:11][C:8]1[C:7]([CH3:13])=[CH:6][CH:5]=[C:4]2[C:9]=1[CH2:10][CH:2]([O:25][C:22]1[CH:23]=[CH:24][C:19]([N+:16]([O-:18])=[O:17])=[CH:20][CH:21]=1)[C:3]2=[O:14]. The catalyst class is: 9. (5) Reactant: Cl[C:2]1[N:7]=[N:6][C:5]([C:8]2[CH:9]=[C:10]([CH:13]=[CH:14][CH:15]=2)[C:11]#[N:12])=[CH:4][CH:3]=1.O.[NH2:17][NH2:18]. Product: [NH:17]([C:2]1[N:7]=[N:6][C:5]([C:8]2[CH:9]=[C:10]([CH:13]=[CH:14][CH:15]=2)[C:11]#[N:12])=[CH:4][CH:3]=1)[NH2:18]. The catalyst class is: 17. (6) Reactant: C([O:3][C:4](=[O:25])[CH2:5][O:6][C:7]1[CH:12]=[C:11]([CH3:13])[CH:10]=[C:9]([CH3:14])[C:8]=1[CH2:15][C:16]1[CH:21]=[CH:20][C:19]([CH:22]([CH3:24])[CH3:23])=[CH:18][CH:17]=1)C. Product: [CH:22]([C:19]1[CH:18]=[CH:17][C:16]([CH2:15][C:8]2[C:9]([CH3:14])=[CH:10][C:11]([CH3:13])=[CH:12][C:7]=2[O:6][CH2:5][C:4]([OH:25])=[O:3])=[CH:21][CH:20]=1)([CH3:24])[CH3:23]. The catalyst class is: 175. (7) Reactant: [CH2:1]([C:5]1[N:9]=[C:8]([C:10]([F:15])([F:14])[CH2:11][CH2:12][CH3:13])[NH:7][N:6]=1)[CH2:2][CH2:3][CH3:4].[H-].[Na+].[H][H].Br[CH2:21][C:22]1[CH:27]=[CH:26][C:25]([C:28]2[CH:33]=[CH:32][CH:31]=[CH:30][C:29]=2[C:34]([O:36]C)=[O:35])=[CH:24][CH:23]=1. Product: [CH2:1]([C:5]1[N:6]([CH2:21][C:22]2[CH:27]=[CH:26][C:25]([C:28]3[C:29]([C:34]([OH:36])=[O:35])=[CH:30][CH:31]=[CH:32][CH:33]=3)=[CH:24][CH:23]=2)[N:7]=[C:8]([C:10]([F:14])([F:15])[CH2:11][CH2:12][CH3:13])[N:9]=1)[CH2:2][CH2:3][CH3:4]. The catalyst class is: 405.